From a dataset of CYP1A2 inhibition data for predicting drug metabolism from PubChem BioAssay. Regression/Classification. Given a drug SMILES string, predict its absorption, distribution, metabolism, or excretion properties. Task type varies by dataset: regression for continuous measurements (e.g., permeability, clearance, half-life) or binary classification for categorical outcomes (e.g., BBB penetration, CYP inhibition). Dataset: cyp1a2_veith. (1) The drug is CC1Cc2ccccc2N1Cc1nc2cc(C(F)(F)F)ccc2c(=O)[nH]1. The result is 1 (inhibitor). (2) The molecule is C[C@H]1CC[C@@]2(NC1)O[C@@H]1C[C@H]3[C@@H]4CC=C5C[C@@H](O)CC[C@]5(C)[C@@H]4CC[C@]3(C)[C@@H]1[C@@H]2C. The result is 0 (non-inhibitor). (3) The molecule is COc1cccc(-c2ccc3ncnc(NC4CC4)c3c2)c1. The result is 1 (inhibitor). (4) The result is 0 (non-inhibitor). The molecule is Oc1ccc(Cl)cc1C=Nc1cnc2ccccc2c1.